Dataset: Reaction yield outcomes from USPTO patents with 853,638 reactions. Task: Predict the reaction yield, written as a fraction of the theoretical maximum amount of product (1.0 means a 100% yield; for example, 0.34 means a 34% yield). (1) No catalyst specified. The yield is 0.790. The product is [CH2:21]([NH:1][C:2]1[CH:7]=[CH:6][CH:5]=[C:4]([CH3:8])[CH:3]=1)[CH2:20][CH2:19][CH2:18][CH2:17][CH2:16][CH2:15][CH2:14][CH2:13][CH2:12][CH2:11][CH3:10]. The reactants are [NH2:1][C:2]1[CH:7]=[CH:6][CH:5]=[C:4]([CH3:8])[CH:3]=1.Br[CH2:10][CH2:11][CH2:12][CH2:13][CH2:14][CH2:15][CH2:16][CH2:17][CH2:18][CH2:19][CH2:20][CH3:21]. (2) The reactants are [F:1][C:2]1[CH:9]=[CH:8][C:5]([CH:6]=O)=[CH:4][C:3]=1[N+:10]([O-:12])=[O:11].[CH3:13][O:14][C:15]1[CH:16]=[C:17]([CH:21]=[CH:22][C:23]=1[O:24][CH3:25])[CH2:18][C:19]#[N:20]. No catalyst specified. The product is [CH3:13][O:14][C:15]1[CH:16]=[C:17](/[C:18](=[CH:6]/[C:5]2[CH:8]=[CH:9][C:2]([F:1])=[C:3]([N+:10]([O-:12])=[O:11])[CH:4]=2)/[C:19]#[N:20])[CH:21]=[CH:22][C:23]=1[O:24][CH3:25]. The yield is 0.300. (3) The reactants are COP([CH2:7][C:8]1[CH:17]=[CH:16][C:11]([C:12]([O:14][CH3:15])=[O:13])=[CH:10][CH:9]=1)(OC)=O.C([N-]C(C)C)(C)C.[Li+].[C:26]([O:30][C:31]([N:33]1[CH2:38][CH2:37][C:36](=O)[CH2:35][CH2:34]1)=[O:32])([CH3:29])([CH3:28])[CH3:27]. The catalyst is C1COCC1. The product is [C:26]([O:30][C:31]([N:33]1[CH2:38][CH2:37][C:36](=[CH:7][C:8]2[CH:9]=[CH:10][C:11]([C:12]([O:14][CH3:15])=[O:13])=[CH:16][CH:17]=2)[CH2:35][CH2:34]1)=[O:32])([CH3:29])([CH3:27])[CH3:28]. The yield is 0.350. (4) The reactants are [Cl:1][C:2]1[CH:7]=[CH:6][CH:5]=[C:4]([Cl:8])[C:3]=1[C:9]1[C:18]2[O:17][CH:16]([CH2:19][OH:20])[CH2:15][S:14][C:13]=2[CH:12]=[C:11]([F:21])[CH:10]=1.N1C=CC=CC=1.[C:28]1([CH3:38])[CH:33]=[CH:32][C:31]([S:34](Cl)(=[O:36])=[O:35])=[CH:30][CH:29]=1. The catalyst is C(Cl)Cl. The product is [Cl:8][C:4]1[CH:5]=[CH:6][CH:7]=[C:2]([Cl:1])[C:3]=1[C:9]1[C:18]2[O:17][CH:16]([CH2:19][O:20][S:34]([C:31]3[CH:32]=[CH:33][C:28]([CH3:38])=[CH:29][CH:30]=3)(=[O:36])=[O:35])[CH2:15][S:14][C:13]=2[CH:12]=[C:11]([F:21])[CH:10]=1. The yield is 0.630. (5) The reactants are Cl[C:2]1[CH:7]=[C:6]([Cl:8])[N:5]=[CH:4][N:3]=1.[NH:9]1[CH:13]=[N:12][CH:11]=[N:10]1.C(=O)([O-])[O-].[Cs+].[Cs+]. The catalyst is CN(C=O)C.O. The product is [Cl:8][C:6]1[CH:7]=[C:2]([N:9]2[CH:13]=[N:12][CH:11]=[N:10]2)[N:3]=[CH:4][N:5]=1. The yield is 0.380. (6) The reactants are [NH2:1][CH:2]([C:9]1[CH:14]=[CH:13][CH:12]=[CH:11][CH:10]=1)[C:3]1[CH:8]=[CH:7][CH:6]=[CH:5][CH:4]=1.Cl[CH2:16]/[CH:17]=[CH:18]\[CH2:19]Cl. The catalyst is ClCCl. The product is [CH:2]([N:1]1[CH2:19][CH:18]=[CH:17][CH2:16]1)([C:3]1[CH:8]=[CH:7][CH:6]=[CH:5][CH:4]=1)[C:9]1[CH:14]=[CH:13][CH:12]=[CH:11][CH:10]=1. The yield is 0.430. (7) The reactants are C([O:3][C:4]([C:6]1[CH:7]=[C:8]2[C:13](=[CH:14][CH:15]=1)[NH:12][CH:11]([C:16]1[CH:21]=[CH:20][CH:19]=[CH:18][C:17]=1[Br:22])[C:10]([CH3:24])([CH3:23])[CH2:9]2)=[O:5])C.[OH-].[Na+].Cl. The catalyst is CO.O1CCCC1.O. The yield is 0.900. The product is [Br:22][C:17]1[CH:18]=[CH:19][CH:20]=[CH:21][C:16]=1[CH:11]1[C:10]([CH3:23])([CH3:24])[CH2:9][C:8]2[C:13](=[CH:14][CH:15]=[C:6]([C:4]([OH:5])=[O:3])[CH:7]=2)[NH:12]1.